This data is from Forward reaction prediction with 1.9M reactions from USPTO patents (1976-2016). The task is: Predict the product of the given reaction. (1) The product is: [Na+:24].[NH2:20][CH2:19][CH2:18][CH2:17][C:12]1[CH:13]=[C:14]2[C:9](=[CH:10][CH:11]=1)[N:8]([CH2:21][CH3:22])[CH:7]=[C:6]([C:4]([O-:5])=[O:3])[C:15]2=[O:16]. Given the reactants C([O:3][C:4]([C:6]1[C:15](=[O:16])[C:14]2[C:9](=[CH:10][CH:11]=[C:12]([CH2:17][CH2:18][CH2:19][NH2:20])[CH:13]=2)[N:8]([CH2:21][CH3:22])[CH:7]=1)=[O:5])C.[OH-].[Na+:24].C(=O)=O, predict the reaction product. (2) Given the reactants [C:1]([C:3]1[N:4]=[CH:5][N:6]2[C:15]=1[C@@H:14]([CH2:16][CH3:17])[N:13]([CH:18]([CH3:20])[CH3:19])[C:12]1[N:11]=[C:10]([NH:21][C:22]3[C:30]([O:31][CH3:32])=[CH:29][C:25]([C:26]([OH:28])=O)=[C:24]([F:33])[CH:23]=3)[N:9]=[CH:8][C:7]2=1)#[N:2].Cl.[CH3:35][N:36]1[CH2:41][CH2:40][N:39]([CH2:42][C:43]2[CH:49]=[CH:48][C:46]([NH2:47])=[CH:45][CH:44]=2)[CH2:38][CH2:37]1.C(N(C(C)C)CC)(C)C.CN(C(ON1N=NC2C=CC=NC1=2)=[N+](C)C)C.F[P-](F)(F)(F)(F)F, predict the reaction product. The product is: [C:1]([C:3]1[N:4]=[CH:5][N:6]2[C:15]=1[C@@H:14]([CH2:16][CH3:17])[N:13]([CH:18]([CH3:19])[CH3:20])[C:12]1[N:11]=[C:10]([NH:21][C:22]3[C:30]([O:31][CH3:32])=[CH:29][C:25]([C:26]([NH:47][C:46]4[CH:45]=[CH:44][C:43]([CH2:42][N:39]5[CH2:38][CH2:37][N:36]([CH3:35])[CH2:41][CH2:40]5)=[CH:49][CH:48]=4)=[O:28])=[C:24]([F:33])[CH:23]=3)[N:9]=[CH:8][C:7]2=1)#[N:2]. (3) Given the reactants Cl[C:2]1[CH:7]=[CH:6][C:5]2=[N:8][C:9]3[C:22]4[CH:21]=[CH:20][CH:19]=[CH:18][C:17]=4[N:16]([CH3:23])[C:15]4[C:10]=3[C:11]([CH:12]=[C:13]([CH2:24][CH2:25][CH2:26][O:27][C:28](=[O:30])[CH3:29])[CH:14]=4)=[C:4]2[CH:3]=1.[C:31]([N:35]1[CH2:40][CH2:39][O:38][CH2:37][CH2:36]1)(=[O:34])[CH:32]=[CH2:33], predict the reaction product. The product is: [N:35]1([C:31](=[O:34])/[CH:32]=[CH:33]/[C:2]2[CH:7]=[CH:6][C:5]3=[N:8][C:9]4[C:22]5[CH:21]=[CH:20][CH:19]=[CH:18][C:17]=5[N:16]([CH3:23])[C:15]5[C:10]=4[C:11]([CH:12]=[C:13]([CH2:24][CH2:25][CH2:26][O:27][C:28](=[O:30])[CH3:29])[CH:14]=5)=[C:4]3[CH:3]=2)[CH2:40][CH2:39][O:38][CH2:37][CH2:36]1. (4) Given the reactants [F:1][C:2]([F:41])([F:40])[C:3]1[CH:4]=[C:5]([C@H:13]2[O:17][C:16](=[O:18])[N:15]([CH2:19][C:20]3[CH:25]=[C:24]([C:26]([F:29])([F:28])[F:27])[CH:23]=[CH:22][C:21]=3B3OC(C)(C)C(C)(C)O3)[C@H:14]2[CH3:39])[CH:6]=[C:7]([C:9]([F:12])([F:11])[F:10])[CH:8]=1.C.I[C:44]1[CH:45]=[C:46]([C:52]2[CH:53]=[CH:54][C:55]([C:59]([O:61][CH2:62][C:63]3[CH:68]=[CH:67][CH:66]=[CH:65][CH:64]=3)=[O:60])=[N:56][C:57]=2[CH3:58])[CH:47]=[CH:48][C:49]=1[O:50][CH3:51].[OH-].[K+], predict the reaction product. The product is: [F:11][C:9]([F:12])([F:10])[C:7]1[CH:6]=[C:5]([C@H:13]2[O:17][C:16](=[O:18])[N:15]([CH2:19][C:20]3[CH:25]=[C:24]([C:26]([F:28])([F:27])[F:29])[CH:23]=[CH:22][C:21]=3[C:48]3[C:49]([O:50][CH3:51])=[CH:44][CH:45]=[C:46]([C:52]4[CH:53]=[CH:54][C:55]([C:59]([O:61][CH2:62][C:63]5[CH:64]=[CH:65][CH:66]=[CH:67][CH:68]=5)=[O:60])=[N:56][C:57]=4[CH3:58])[CH:47]=3)[C@H:14]2[CH3:39])[CH:4]=[C:3]([C:2]([F:40])([F:41])[F:1])[CH:8]=1.